Dataset: Reaction yield outcomes from USPTO patents with 853,638 reactions. Task: Predict the reaction yield, written as a fraction of the theoretical maximum amount of product (1.0 means a 100% yield; for example, 0.34 means a 34% yield). (1) The product is [CH2:12]([O:14][C:15](=[O:21])[C:16](=[O:17])[CH2:9][C:8](=[O:10])[CH2:7][CH2:6][CH:5]=[C:4]([CH3:11])[CH3:3])[CH3:13]. The yield is 0.438. The reactants are [H-].[Na+].[CH3:3][C:4]([CH3:11])=[CH:5][CH2:6][CH2:7][C:8](=[O:10])[CH3:9].[CH2:12]([O:14][C:15](=[O:21])[C:16](OCC)=[O:17])[CH3:13].CC[O-].[Na+]. The catalyst is CCO. (2) The reactants are [H-].[Al+3].[Li+].[H-].[H-].[H-].[C:7]([O:11][C:12]([N:14]([CH2:22][C:23]1[CH:31]=[CH:30][C:26]([C:27]([O-])=[O:28])=[CH:25][CH:24]=1)[CH2:15][C:16]1[CH:21]=[CH:20][CH:19]=[CH:18][N:17]=1)=[O:13])([CH3:10])([CH3:9])[CH3:8].O.[OH-].[Na+]. The catalyst is C1COCC1. The product is [OH:28][CH2:27][C:26]1[CH:25]=[CH:24][C:23]([CH2:22][N:14]([CH2:15][C:16]2[CH:21]=[CH:20][CH:19]=[CH:18][N:17]=2)[C:12](=[O:13])[O:11][C:7]([CH3:9])([CH3:10])[CH3:8])=[CH:31][CH:30]=1. The yield is 0.830. (3) The reactants are FC1C=CC(CN2C(=O)N(C3SC(C(N)=O)=C(C)N=3)C=N2)=CC=1.[F:24][C:25]1[CH:46]=[CH:45][C:28]([CH2:29][N:30]2[CH2:34][CH2:33][N:32]([C:35]3[S:36][C:37]([C:41]([NH2:43])=O)=[C:38]([CH3:40])[N:39]=3)[C:31]2=[O:44])=[CH:27][CH:26]=1. No catalyst specified. The product is [F:24][C:25]1[CH:46]=[CH:45][C:28]([CH2:29][N:30]2[CH2:34][CH2:33][N:32]([C:35]3[S:36][C:37]([C:41]#[N:43])=[C:38]([CH3:40])[N:39]=3)[C:31]2=[O:44])=[CH:27][CH:26]=1. The yield is 0.680.